From a dataset of Reaction yield outcomes from USPTO patents with 853,638 reactions. Predict the reaction yield, written as a fraction of the theoretical maximum amount of product (1.0 means a 100% yield; for example, 0.34 means a 34% yield). The reactants are [CH2:1]([Mg]Br)[CH2:2][CH2:3][CH2:4][CH3:5].[Br:8][C:9]1[CH:16]=[CH:15][C:12]([CH:13]=[O:14])=[CH:11][CH:10]=1. The catalyst is C1COCC1. The product is [Br:8][C:9]1[CH:16]=[CH:15][C:12]([CH:13]([OH:14])[CH2:1][CH2:2][CH2:3][CH2:4][CH3:5])=[CH:11][CH:10]=1. The yield is 0.740.